This data is from Forward reaction prediction with 1.9M reactions from USPTO patents (1976-2016). The task is: Predict the product of the given reaction. (1) Given the reactants [CH2:1]([O:3][C:4]1[C:5]([B:13]2[O:17][C:16]([CH3:19])(C)C(C)(C)[O:14]2)=[C:6]([C:9]([F:12])=[CH:10][CH:11]=1)C=O)[CH3:2].[OH-].[Na+].[N+:24](C)([O-:26])=[O:25].Cl, predict the reaction product. The product is: [CH2:1]([O:3][C:4]1[C:5]2[B:13]([OH:14])[O:17][CH:16]([CH2:19][N+:24]([O-:26])=[O:25])[C:6]=2[C:9]([F:12])=[CH:10][CH:11]=1)[CH3:2]. (2) Given the reactants [Cl:1][C:2]1[CH:3]=[C:4]([C:9]2[C:14]([C:15]([NH:17][CH2:18][CH2:19][CH2:20][C:21]3[CH:26]=[CH:25][CH:24]=[CH:23][CH:22]=3)=[O:16])=[C:13]([CH3:27])[N:12]=[C:11](S(C)(=O)=O)[N:10]=2)[CH:5]=[C:6]([Cl:8])[CH:7]=1.[CH2:32]([Mg]Br)[CH2:33][CH3:34].Cl, predict the reaction product. The product is: [Cl:1][C:2]1[CH:3]=[C:4]([C:9]2[C:14]([C:15]([NH:17][CH2:18][CH2:19][CH2:20][C:21]3[CH:26]=[CH:25][CH:24]=[CH:23][CH:22]=3)=[O:16])=[C:13]([CH3:27])[N:12]=[C:11]([CH2:32][CH2:33][CH3:34])[N:10]=2)[CH:5]=[C:6]([Cl:8])[CH:7]=1. (3) Given the reactants [CH3:1][N:2]1[C:11]2[C:6](=[CH:7][CH:8]=[C:9]([O:15][CH3:16])[C:10]=2[CH2:12][CH:13]=C)[CH:5]=[CH:4][C:3]1=[O:17].I([O-])(=O)(=O)=[O:19].[Na+], predict the reaction product. The product is: [CH3:1][N:2]1[C:11]2[C:6](=[CH:7][CH:8]=[C:9]([O:15][CH3:16])[C:10]=2[CH2:12][CH:13]=[O:19])[CH:5]=[CH:4][C:3]1=[O:17]. (4) Given the reactants Cl.[F:2][C:3]1[CH:8]=[CH:7][C:6]([NH:9][C:10]2[CH:15]=[CH:14][N:13]=[C:12]([NH:16][C:17]3[CH:22]=[CH:21][C:20]([S:23]([N:26]([CH3:33])[CH:27]4[CH2:32][CH2:31][NH:30][CH2:29][CH2:28]4)(=[O:25])=[O:24])=[CH:19][CH:18]=3)[N:11]=2)=[CH:5][CH:4]=1.[CH3:34][CH:35]([CH3:38])[CH:36]=O, predict the reaction product. The product is: [F:2][C:3]1[CH:8]=[CH:7][C:6]([NH:9][C:10]2[CH:15]=[CH:14][N:13]=[C:12]([NH:16][C:17]3[CH:18]=[CH:19][C:20]([S:23]([N:26]([CH:27]4[CH2:32][CH2:31][N:30]([CH2:34][CH:35]([CH3:38])[CH3:36])[CH2:29][CH2:28]4)[CH3:33])(=[O:24])=[O:25])=[CH:21][CH:22]=3)[N:11]=2)=[CH:5][CH:4]=1.